This data is from TCR-epitope binding with 47,182 pairs between 192 epitopes and 23,139 TCRs. The task is: Binary Classification. Given a T-cell receptor sequence (or CDR3 region) and an epitope sequence, predict whether binding occurs between them. The TCR CDR3 sequence is CASSLRKRSTGELFF. Result: 0 (the TCR does not bind to the epitope). The epitope is VVYRGTTTY.